From a dataset of NCI-60 drug combinations with 297,098 pairs across 59 cell lines. Regression. Given two drug SMILES strings and cell line genomic features, predict the synergy score measuring deviation from expected non-interaction effect. (1) Drug 1: C1CCC(CC1)NC(=O)N(CCCl)N=O. Drug 2: B(C(CC(C)C)NC(=O)C(CC1=CC=CC=C1)NC(=O)C2=NC=CN=C2)(O)O. Cell line: SNB-75. Synergy scores: CSS=18.9, Synergy_ZIP=-0.908, Synergy_Bliss=4.26, Synergy_Loewe=4.89, Synergy_HSA=4.58. (2) Drug 1: C1=CC(=CC=C1C#N)C(C2=CC=C(C=C2)C#N)N3C=NC=N3. Drug 2: C1C(C(OC1N2C=C(C(=O)NC2=O)F)CO)O. Cell line: OVCAR-5. Synergy scores: CSS=15.9, Synergy_ZIP=-2.75, Synergy_Bliss=1.64, Synergy_Loewe=-5.28, Synergy_HSA=3.87.